From a dataset of Full USPTO retrosynthesis dataset with 1.9M reactions from patents (1976-2016). Predict the reactants needed to synthesize the given product. (1) Given the product [Br:20][C:2]1[CH:3]=[C:4]([C:10]#[N:11])[C:5](=[CH:8][CH:9]=1)[C:6]#[N:7], predict the reactants needed to synthesize it. The reactants are: N[C:2]1[CH:3]=[C:4]([C:10]#[N:11])[C:5](=[CH:8][CH:9]=1)[C:6]#[N:7].O.N([O-])=O.[Na+].C(Cl)Cl.[BrH:20]. (2) Given the product [CH3:16][S:17][C:7]1[CH:15]=[CH:14][C:10]2[CH2:11][CH2:12][O:13][C:9]=2[CH:8]=1, predict the reactants needed to synthesize it. The reactants are: [Li]CCCC.Br[C:7]1[CH:15]=[CH:14][C:10]2[CH2:11][CH2:12][O:13][C:9]=2[CH:8]=1.[CH3:16][S:17]SC.O. (3) The reactants are: [CH3:1][O:2][C:3]1[CH:8]=[CH:7][C:6]([C:9]2[O:13][N:12]=[C:11]([CH2:14][CH2:15][C:16]([OH:18])=O)[CH:10]=2)=[CH:5][CH:4]=1.[NH2:19][CH2:20][CH2:21][CH2:22][NH:23][C:24]1[C:33]2[C:28](=[CH:29][CH:30]=[CH:31][CH:32]=2)[C:27](=[O:34])[NH:26][N:25]=1.Cl.C(N=C=NCCCN(C)C)C.C(N(CC)CC)C. Given the product [CH3:1][O:2][C:3]1[CH:4]=[CH:5][C:6]([C:9]2[O:13][N:12]=[C:11]([CH2:14][CH2:15][C:16]([NH:19][CH2:20][CH2:21][CH2:22][NH:23][C:24]3[C:33]4[C:28](=[CH:29][CH:30]=[CH:31][CH:32]=4)[C:27](=[O:34])[NH:26][N:25]=3)=[O:18])[CH:10]=2)=[CH:7][CH:8]=1, predict the reactants needed to synthesize it. (4) Given the product [OH:8][C:6]1[CH:7]=[C:2]([F:1])[CH:3]=[CH:4][C:5]=1[NH:9][C:15]([NH:9][C:5]1[CH:6]=[CH:7][CH:2]=[CH:3][CH:4]=1)=[O:18], predict the reactants needed to synthesize it. The reactants are: [F:1][C:2]1[CH:3]=[CH:4][C:5]([N+:9]([O-])=O)=[C:6]([OH:8])[CH:7]=1.[Sn](Cl)Cl.[C:15](=[O:18])(O)[O-].[Na+]. (5) Given the product [CH3:1][C:2]1[C:6]([C:7]2[C:8](=[O:15])[NH:9][C:10](=[O:13])[NH:11][CH:12]=2)=[CH:5][S:4][N:3]=1, predict the reactants needed to synthesize it. The reactants are: [CH3:1][C:2]1[C:6]([C:7]2[C:8]([O:15]C)=[N:9][C:10]([O:13]C)=[N:11][CH:12]=2)=[CH:5][S:4][N:3]=1.Cl. (6) Given the product [F:1][C:2]([F:39])([F:38])[C:3]1[CH:4]=[C:5]([CH:31]=[C:32]([C:34]([F:37])([F:36])[F:35])[CH:33]=1)[CH2:6][N:7]([CH2:14][C:15]1[C:16]([N:22]([CH2:25][CH:26]2[CH2:30][CH2:29][CH2:28][CH2:27]2)[CH2:23][CH3:24])=[N:17][CH:18]=[C:19]([C:45]#[C:44][Si:41]([CH3:43])([CH3:42])[CH3:40])[CH:20]=1)[C:8]1[N:9]=[N:10][N:11]([CH3:13])[N:12]=1, predict the reactants needed to synthesize it. The reactants are: [F:1][C:2]([F:39])([F:38])[C:3]1[CH:4]=[C:5]([CH:31]=[C:32]([C:34]([F:37])([F:36])[F:35])[CH:33]=1)[CH2:6][N:7]([CH2:14][C:15]1[C:16]([N:22]([CH2:25][CH:26]2[CH2:30][CH2:29][CH2:28][CH2:27]2)[CH2:23][CH3:24])=[N:17][CH:18]=[C:19](Br)[CH:20]=1)[C:8]1[N:9]=[N:10][N:11]([CH3:13])[N:12]=1.[CH3:40][Si:41]([C:44]#[CH:45])([CH3:43])[CH3:42].N(C(C)C)C(C)C.O. (7) Given the product [Si:1]([O:8][C:9]([CH3:24])([CH3:23])[CH2:10][O:11][NH2:12])([C:4]([CH3:7])([CH3:6])[CH3:5])([CH3:3])[CH3:2], predict the reactants needed to synthesize it. The reactants are: [Si:1]([O:8][C:9]([CH3:24])([CH3:23])[CH2:10][O:11][N:12]1C(=O)C2C(=CC=CC=2)C1=O)([C:4]([CH3:7])([CH3:6])[CH3:5])([CH3:3])[CH3:2].CNN.